This data is from Forward reaction prediction with 1.9M reactions from USPTO patents (1976-2016). The task is: Predict the product of the given reaction. (1) Given the reactants Cl.Cl.Cl.[NH2:4][CH2:5][C:6]1[O:7][C:8]([CH2:12][NH:13][C:14]([C:16]2[CH:20]=[C:19]([NH:21][C:22](=[O:32])[C:23]3[CH:28]=[C:27]([F:29])[C:26]([F:30])=[CH:25][C:24]=3[Cl:31])[NH:18][N:17]=2)=[O:15])=[C:9]([CH3:11])[N:10]=1.O.ON1C2C=CC=[CH:43][C:38]=2N=N1.CCN=C=NCCCN(C)C.Cl.C(=O)([O-])[OH:57].[Na+], predict the reaction product. The product is: [C:43]([NH:4][CH2:5][C:6]1[O:7][C:8]([CH2:12][NH:13][C:14]([C:16]2[CH:20]=[C:19]([NH:21][C:22](=[O:32])[C:23]3[CH:28]=[C:27]([F:29])[C:26]([F:30])=[CH:25][C:24]=3[Cl:31])[NH:18][N:17]=2)=[O:15])=[C:9]([CH3:11])[N:10]=1)(=[O:57])[CH3:38]. (2) Given the reactants [C:1]([C:4]1[CH:5]=[C:6]([C:10]2[CH:15]=[CH:14][CH:13]=[CH:12][C:11]=2[NH:16][CH2:17][CH:18]2[CH2:22][CH2:21][N:20](C(OC(C)(C)C)=O)[CH2:19]2)[NH:7][C:8]=1[CH3:9])(=[O:3])[NH2:2].Cl, predict the reaction product. The product is: [CH3:9][C:8]1[NH:7][C:6]([C:10]2[CH:15]=[CH:14][CH:13]=[CH:12][C:11]=2[NH:16][CH2:17][CH:18]2[CH2:22][CH2:21][NH:20][CH2:19]2)=[CH:5][C:4]=1[C:1]([NH2:2])=[O:3]. (3) Given the reactants [OH:1][CH2:2][C@H:3]1[CH2:8][CH2:7][CH2:6][N:5]([C:9]([O:11][C:12]([CH3:15])([CH3:14])[CH3:13])=[O:10])[CH2:4]1.[S:16](Cl)([C:19]1[CH:25]=[CH:24][C:22]([CH3:23])=[CH:21][CH:20]=1)(=[O:18])=[O:17].CCN(CC)CC, predict the reaction product. The product is: [S:16]([O:1][CH2:2][C@H:3]1[CH2:8][CH2:7][CH2:6][N:5]([C:9]([O:11][C:12]([CH3:15])([CH3:14])[CH3:13])=[O:10])[CH2:4]1)([C:19]1[CH:25]=[CH:24][C:22]([CH3:23])=[CH:21][CH:20]=1)(=[O:18])=[O:17]. (4) Given the reactants C([O:3][C:4](=[O:44])[CH2:5][CH2:6][CH2:7][O:8][C:9]1[CH:14]=[CH:13][CH:12]=[C:11]([CH2:15][CH2:16][CH2:17][CH2:18][CH2:19][CH2:20][O:21][C:22]2[CH:23]=[C:24]([C:31]3[CH:36]=[CH:35][CH:34]=[CH:33][CH:32]=3)[CH:25]=[C:26]([O:28][CH2:29][CH3:30])[CH:27]=2)[C:10]=1[CH2:37][CH2:38][C:39]([O:41]CC)=[O:40])C.[OH-].[Na+], predict the reaction product. The product is: [C:39]([CH2:38][CH2:37][C:10]1[C:11]([CH2:15][CH2:16][CH2:17][CH2:18][CH2:19][CH2:20][O:21][C:22]2[CH:23]=[C:24]([C:31]3[CH:32]=[CH:33][CH:34]=[CH:35][CH:36]=3)[CH:25]=[C:26]([O:28][CH2:29][CH3:30])[CH:27]=2)=[CH:12][CH:13]=[CH:14][C:9]=1[O:8][CH2:7][CH2:6][CH2:5][C:4]([OH:44])=[O:3])([OH:41])=[O:40]. (5) Given the reactants [C:1]([O:5][C:6]([N:8]1[C:19]2[C:11](=[C:12]3[C:16](=[CH:17][CH:18]=2)[NH:15][CH:14]([C:20]([OH:22])=[O:21])[CH2:13]3)[CH:10]=[CH:9]1)=[O:7])([CH3:4])([CH3:3])[CH3:2].N(C(OCC)=O)=NC(OCC)=O.C1(P(C2C=CC=CC=2)C2C=CC=CC=2)C=CC=CC=1.[N+:54]([C:57]1[CH:62]=[CH:61][C:60]([CH2:63][CH2:64]O)=[CH:59][CH:58]=1)([O-:56])=[O:55], predict the reaction product. The product is: [C:1]([O:5][C:6]([N:8]1[C:19]2[C:11](=[C:12]3[C:16](=[CH:17][CH:18]=2)[NH:15][CH:14]([C:20]([O:22][CH2:64][CH2:63][C:60]2[CH:59]=[CH:58][C:57]([N+:54]([O-:56])=[O:55])=[CH:62][CH:61]=2)=[O:21])[CH2:13]3)[CH:10]=[CH:9]1)=[O:7])([CH3:4])([CH3:2])[CH3:3]. (6) The product is: [CH:10]1(/[CH:9]=[N:8]/[CH2:1][C:2]2[CH:3]=[CH:4][CH:5]=[CH:6][CH:7]=2)[CH2:15][CH2:14][CH:13]=[CH:12][CH2:11]1. Given the reactants [CH:1](=[N:8]/[CH2:9][CH:10]1[CH2:15][CH2:14][CH:13]=[CH:12][CH2:11]1)\[C:2]1[CH:7]=[CH:6][CH:5]=[CH:4][CH:3]=1.C1(C=O)CCC=CC1.C(N)C1C=CC=CC=1, predict the reaction product. (7) Given the reactants [CH2:1]([O:3][C:4]1[CH:5]=[C:6]([C@H:10]([NH:12][C@H:13]2[CH2:17][CH2:16][C@@H:15]([C:18]3[CH:23]=[CH:22][C:21]([CH2:24][C:25](O)=[O:26])=[CH:20][CH:19]=3)[CH2:14]2)[CH3:11])[CH:7]=[CH:8][CH:9]=1)[CH3:2].Cl.[NH2:29][CH2:30][CH2:31][S:32]([NH2:35])(=[O:34])=[O:33], predict the reaction product. The product is: [CH2:1]([O:3][C:4]1[CH:5]=[C:6]([C@H:10]([NH:12][C@H:13]2[CH2:17][CH2:16][C@@H:15]([C:18]3[CH:19]=[CH:20][C:21]([CH2:24][C:25]([NH:29][CH2:30][CH2:31][S:32](=[O:34])(=[O:33])[NH2:35])=[O:26])=[CH:22][CH:23]=3)[CH2:14]2)[CH3:11])[CH:7]=[CH:8][CH:9]=1)[CH3:2].